This data is from NCI-60 drug combinations with 297,098 pairs across 59 cell lines. The task is: Regression. Given two drug SMILES strings and cell line genomic features, predict the synergy score measuring deviation from expected non-interaction effect. (1) Drug 1: C1CC(C1)(C(=O)O)C(=O)O.[NH2-].[NH2-].[Pt+2]. Drug 2: CC1CC(C(C(C=C(C(C(C=CC=C(C(=O)NC2=CC(=O)C(=C(C1)C2=O)OC)C)OC)OC(=O)N)C)C)O)OC. Cell line: T-47D. Synergy scores: CSS=-0.364, Synergy_ZIP=1.92, Synergy_Bliss=-3.37, Synergy_Loewe=-1.95, Synergy_HSA=-1.73. (2) Drug 1: C1CN1C2=NC(=NC(=N2)N3CC3)N4CC4. Drug 2: C1=CC=C(C(=C1)C(C2=CC=C(C=C2)Cl)C(Cl)Cl)Cl. Cell line: K-562. Synergy scores: CSS=38.8, Synergy_ZIP=6.36, Synergy_Bliss=5.51, Synergy_Loewe=-16.0, Synergy_HSA=0.0576. (3) Drug 1: CCC1(CC2CC(C3=C(CCN(C2)C1)C4=CC=CC=C4N3)(C5=C(C=C6C(=C5)C78CCN9C7C(C=CC9)(C(C(C8N6C)(C(=O)OC)O)OC(=O)C)CC)OC)C(=O)OC)O.OS(=O)(=O)O. Drug 2: COCCOC1=C(C=C2C(=C1)C(=NC=N2)NC3=CC=CC(=C3)C#C)OCCOC.Cl. Cell line: KM12. Synergy scores: CSS=1.98, Synergy_ZIP=4.45, Synergy_Bliss=-0.427, Synergy_Loewe=1.00, Synergy_HSA=0.976. (4) Drug 1: CN(C)N=NC1=C(NC=N1)C(=O)N. Drug 2: CCC1(CC2CC(C3=C(CCN(C2)C1)C4=CC=CC=C4N3)(C5=C(C=C6C(=C5)C78CCN9C7C(C=CC9)(C(C(C8N6C)(C(=O)OC)O)OC(=O)C)CC)OC)C(=O)OC)O.OS(=O)(=O)O. Cell line: K-562. Synergy scores: CSS=28.0, Synergy_ZIP=0.305, Synergy_Bliss=1.66, Synergy_Loewe=-16.8, Synergy_HSA=1.69. (5) Drug 1: CC12CCC(CC1=CCC3C2CCC4(C3CC=C4C5=CN=CC=C5)C)O. Drug 2: CC1C(C(CC(O1)OC2CC(OC(C2O)C)OC3=CC4=CC5=C(C(=O)C(C(C5)C(C(=O)C(C(C)O)O)OC)OC6CC(C(C(O6)C)O)OC7CC(C(C(O7)C)O)OC8CC(C(C(O8)C)O)(C)O)C(=C4C(=C3C)O)O)O)O. Cell line: MDA-MB-435. Synergy scores: CSS=23.0, Synergy_ZIP=25.5, Synergy_Bliss=27.1, Synergy_Loewe=26.6, Synergy_HSA=25.9. (6) Drug 2: CC12CCC3C(C1CCC2OP(=O)(O)O)CCC4=C3C=CC(=C4)OC(=O)N(CCCl)CCCl.[Na+]. Synergy scores: CSS=30.8, Synergy_ZIP=-10.0, Synergy_Bliss=-4.22, Synergy_Loewe=-24.5, Synergy_HSA=-3.78. Drug 1: CC1OCC2C(O1)C(C(C(O2)OC3C4COC(=O)C4C(C5=CC6=C(C=C35)OCO6)C7=CC(=C(C(=C7)OC)O)OC)O)O. Cell line: T-47D. (7) Drug 1: CC1=CC2C(CCC3(C2CCC3(C(=O)C)OC(=O)C)C)C4(C1=CC(=O)CC4)C. Drug 2: C(CCl)NC(=O)N(CCCl)N=O. Cell line: COLO 205. Synergy scores: CSS=13.0, Synergy_ZIP=-0.896, Synergy_Bliss=5.92, Synergy_Loewe=0.437, Synergy_HSA=3.83. (8) Drug 1: C1C(C(OC1N2C=NC3=C(N=C(N=C32)Cl)N)CO)O. Drug 2: CC1=C(C=C(C=C1)C(=O)NC2=CC(=CC(=C2)C(F)(F)F)N3C=C(N=C3)C)NC4=NC=CC(=N4)C5=CN=CC=C5. Cell line: SK-MEL-5. Synergy scores: CSS=4.89, Synergy_ZIP=0.854, Synergy_Bliss=4.96, Synergy_Loewe=1.43, Synergy_HSA=2.46. (9) Drug 1: C1=CC(=CC=C1CC(C(=O)O)N)N(CCCl)CCCl.Cl. Drug 2: CCCS(=O)(=O)NC1=C(C(=C(C=C1)F)C(=O)C2=CNC3=C2C=C(C=N3)C4=CC=C(C=C4)Cl)F. Cell line: COLO 205. Synergy scores: CSS=46.9, Synergy_ZIP=-5.13, Synergy_Bliss=-1.94, Synergy_Loewe=-11.6, Synergy_HSA=-3.18.